From a dataset of TCR-epitope binding with 47,182 pairs between 192 epitopes and 23,139 TCRs. Binary Classification. Given a T-cell receptor sequence (or CDR3 region) and an epitope sequence, predict whether binding occurs between them. (1) The epitope is TTLPVNVAF. The TCR CDR3 sequence is CASSIVGHLNTEAFF. Result: 0 (the TCR does not bind to the epitope). (2) The epitope is RLRAEAQVK. The TCR CDR3 sequence is CASSVAHLINEQFF. Result: 1 (the TCR binds to the epitope).